From a dataset of Experimentally validated miRNA-target interactions with 360,000+ pairs, plus equal number of negative samples. Binary Classification. Given a miRNA mature sequence and a target amino acid sequence, predict their likelihood of interaction. (1) The miRNA is mmu-miR-15b-5p with sequence UAGCAGCACAUCAUGGUUUACA. The protein sequence of the target gene is MPLYEGLGSGGEKTAVVIDLGEAFTKCGFAGETGPRCIIPSVIKRAGMPKPVRVVQYNINTEELYSYLKEFIHILYFRHLLVNPRDRRVVIIESVLCPSHFRETLTRVLFKYFEVPSVLLAPSHLMALLTLGINSAMVLDCGYRESLVLPIYEGIPVLNCWGALPLGGKALHKELETQLLEQCTVDTSVAKEQSLPSVMGSVPEGVLEDIKARTCFVSDLKRGLKIQAAKFNIDGNNERPSPPPNVDYPLDGEKILHILGSIRDSVVEILFEQDNEEQSVATLILDSLIQCPIDTRKQLA.... Result: 0 (no interaction). (2) The miRNA is hsa-miR-125a-3p with sequence ACAGGUGAGGUUCUUGGGAGCC. The protein sequence of the target gene is MGLSGLLPILVPFILLGDIQEPGHAEGILGKPCPKIKVECEVEEIDQCTKPRDCPENMKCCPFSRGKKCLDFRKIYAVCHRRLAPAWPPYHTGGTIKKTKICSEFIYGGSQGNNNNFQTEAICLVTCKKYH. Result: 1 (interaction). (3) The protein sequence of the target gene is MAAIGRGRSLKNLRIRGRNDSGEENVPLDLTREPSDNLREILQNVAKLQGVSNMRKLGHLNNFTKLLCDIGHSEEKLGFNYEDIIICLRLALLNEAKEVRAAGLRALRYLIQDSSILQKVLKLKVDYLIARCIDIQQSNEVERTQALRLVRKMITVNASLFPSSVANSLIAVGNDGLQERDRMVRACIAIICELALQNPEVVALRGGLNTILKNVIDCQLSRINEALITTILHLLNHPKTRQYVRADVELERILAPYTDFHYRHSPDTAEGQLKEDREARFLASKMGIIATFRSWAGIIN.... Result: 0 (no interaction). The miRNA is hsa-miR-5088-5p with sequence CAGGGCUCAGGGAUUGGAUGGAGG. (4) The miRNA is mmu-miR-7213-3p with sequence UACCUCAAGAGAGCCAGUCU. The protein sequence of the target gene is MLRDTMKSWNDSQSDLCSTDQEEEEEMIFGENEDDLDEMMDLSDLPTSLFACSVHEAVFEAREQKERFEALFTIYDDQVTFQLFKSFRRVRINFSKPEAAARARIELHETDFNGQKLKLYFAQVQMSGEVRDKSYLLPPQPVKQFLISPPASPPVGWKQSEDAMPVINYDLLCAVSKLGPGEKYELHAGTESTPSVVVHVCESETEEEEETKNPKQKIAQTRRPDPPTAALNEPQTFDCAL. Result: 0 (no interaction). (5) The miRNA is hsa-miR-4790-3p with sequence UGAAUGGUAAAGCGAUGUCACA. The protein sequence of the target gene is MNGGKECDGGDKEGGLPAIQVPVGWQRRVDQNGVLYVSPSGSLLSCLEQVKTYLLTDGTCKCGLECPLILPKVFNFDPGAAVKQRTAEDVKADEDVTKLCIHKRKIIAVATLHKSMEAPHPSLVLTSPGGGTNATPVVPSRAATPRSVRNKSHEGITNSVMPECKNPFKLMIGSSNAMGRLYVQELPGSQQQELHPVYPRQRLGSSEHGQKSPFRGSHGGLPSPASSGSQIYGDGSISPRTDPLGSPDVFTRSNPGFHGAPNSSPIHLNRTPLSPPSVMLHGSPVQSSCAMAGRTNIPLS.... Result: 1 (interaction).